Dataset: Full USPTO retrosynthesis dataset with 1.9M reactions from patents (1976-2016). Task: Predict the reactants needed to synthesize the given product. (1) Given the product [CH3:1][O:2][C:3]1[CH:8]=[C:7]([CH:6]=[C:5]([CH:11]=[CH2:13])[CH:4]=1)[CH:9]=[O:10], predict the reactants needed to synthesize it. The reactants are: [CH3:1][O:2][C:3]1[CH:4]=[C:5]([CH:11]=O)[CH:6]=[C:7]([CH:9]=[O:10])[CH:8]=1.[C:13]([O-])([O-])=O.[K+].[K+].O. (2) Given the product [Br:34][C:35]1[C:36]([C@@H:42]([NH:52][C:53](=[O:70])[CH2:54][N:55]2[C:59]3[C:60]([F:64])([F:65])[C@@H:61]4[CH2:63][C@@H:62]4[C:58]=3[C:57]([C:66]([F:67])([F:68])[F:69])=[N:56]2)[CH2:43][C:44]2[CH:45]=[C:46]([F:51])[CH:47]=[C:48]([F:50])[CH:49]=2)=[N:37][C:38]([C:72]#[C:71][C:73]2([OH:78])[CH2:77][CH2:76][CH2:75][CH2:74]2)=[CH:39][CH:40]=1, predict the reactants needed to synthesize it. The reactants are: C(OC(=O)N[C@H](C1C(Br)=CC=C(C#CC2C=NC=NC=2)N=1)CC1C=C(F)C=C(F)C=1)(C)(C)C.[Br:34][C:35]1[C:36]([C@@H:42]([NH:52][C:53](=[O:70])[CH2:54][N:55]2[C:59]3[C:60]([F:65])([F:64])[C@@H:61]4[CH2:63][C@@H:62]4[C:58]=3[C:57]([C:66]([F:69])([F:68])[F:67])=[N:56]2)[CH2:43][C:44]2[CH:49]=[C:48]([F:50])[CH:47]=[C:46]([F:51])[CH:45]=2)=[N:37][C:38](Br)=[CH:39][CH:40]=1.[C:71]([C:73]1([OH:78])[CH2:77][CH2:76][CH2:75][CH2:74]1)#[CH:72]. (3) Given the product [Br:20][C:21]1[CH:27]=[CH:26][C:24]([NH:25][C:7](=[O:9])[C:6]2[CH:10]=[C:11]([N+:16]([O-:18])=[O:17])[C:12]([NH:14][CH3:15])=[CH:13][C:5]=2[O:4][CH2:3][CH:2]([F:1])[F:19])=[CH:23][CH:22]=1, predict the reactants needed to synthesize it. The reactants are: [F:1][CH:2]([F:19])[CH2:3][O:4][C:5]1[CH:13]=[C:12]([NH:14][CH3:15])[C:11]([N+:16]([O-:18])=[O:17])=[CH:10][C:6]=1[C:7]([OH:9])=O.[Br:20][C:21]1[CH:27]=[CH:26][C:24]([NH2:25])=[CH:23][CH:22]=1.CN(C(ON1N=NC2C=CC=CC1=2)=[N+](C)C)C.F[P-](F)(F)(F)(F)F. (4) Given the product [C:11]([C@H:15]1[O:19][C:18](=[O:20])[C@@:17]([C:27]2([OH:32])[CH2:31][CH2:30][CH2:29][CH2:28]2)([C:21]2[CH:26]=[CH:25][CH:24]=[CH:23][CH:22]=2)[O:16]1)([CH3:14])([CH3:12])[CH3:13], predict the reactants needed to synthesize it. The reactants are: C[Si](C)(C)[N-][Si](C)(C)C.[Li+].[C:11]([C@H:15]1[O:19][C:18](=[O:20])[C@@H:17]([C:21]2[CH:26]=[CH:25][CH:24]=[CH:23][CH:22]=2)[O:16]1)([CH3:14])([CH3:13])[CH3:12].[C:27]1(=[O:32])[CH2:31][CH2:30][CH2:29][CH2:28]1.[Cl-].[NH4+]. (5) Given the product [F:1][C:2]1[CH:7]=[CH:6][C:5]([C:8](=[O:11])[CH:9]=[CH2:10])=[CH:4][CH:3]=1, predict the reactants needed to synthesize it. The reactants are: [F:1][C:2]1[CH:7]=[CH:6][CH:5]=[CH:4][CH:3]=1.[C:8](Cl)(=[O:11])[CH:9]=[CH2:10].[Cl-].[Al+3].[Cl-].[Cl-]. (6) The reactants are: [Cl:1][C:2]1[CH:3]=[CH:4][C:5]([O:17][CH2:18][C:19]2[CH:24]=[CH:23][CH:22]=[CH:21][C:20]=2[Cl:25])=[C:6]([CH2:8][C:9]2[N:10]=[C:11]([C:14](N)=[O:15])[S:12][CH:13]=2)[CH:7]=1.[OH-:26].[Na+:27]. Given the product [Cl:1][C:2]1[CH:3]=[CH:4][C:5]([O:17][CH2:18][C:19]2[CH:24]=[CH:23][CH:22]=[CH:21][C:20]=2[Cl:25])=[C:6]([CH2:8][C:9]2[N:10]=[C:11]([C:14]([O-:26])=[O:15])[S:12][CH:13]=2)[CH:7]=1.[Na+:27], predict the reactants needed to synthesize it. (7) Given the product [CH3:16][C@H:3]([CH2:2][N:24]1[CH2:25][CH2:26][CH:21]([O:20][CH2:17][CH2:18][CH3:19])[CH2:22][CH2:23]1)[CH2:4][N:5]1[C:14]2[C:9](=[CH:10][CH:11]=[CH:12][CH:13]=2)[CH:8]=[CH:7][C:6]1=[O:15], predict the reactants needed to synthesize it. The reactants are: I[CH2:2][C@@H:3]([CH3:16])[CH2:4][N:5]1[C:14]2[C:9](=[CH:10][CH:11]=[CH:12][CH:13]=2)[CH:8]=[CH:7][C:6]1=[O:15].[CH2:17]([O:20][CH:21]1[CH2:26][CH2:25][NH:24][CH2:23][CH2:22]1)[CH2:18][CH3:19].